This data is from NCI-60 drug combinations with 297,098 pairs across 59 cell lines. The task is: Regression. Given two drug SMILES strings and cell line genomic features, predict the synergy score measuring deviation from expected non-interaction effect. Drug 1: CC12CCC(CC1=CCC3C2CCC4(C3CC=C4C5=CN=CC=C5)C)O. Drug 2: CC1CCC2CC(C(=CC=CC=CC(CC(C(=O)C(C(C(=CC(C(=O)CC(OC(=O)C3CCCCN3C(=O)C(=O)C1(O2)O)C(C)CC4CCC(C(C4)OC)O)C)C)O)OC)C)C)C)OC. Cell line: OVCAR-4. Synergy scores: CSS=35.7, Synergy_ZIP=3.21, Synergy_Bliss=3.91, Synergy_Loewe=-0.744, Synergy_HSA=8.19.